From a dataset of Forward reaction prediction with 1.9M reactions from USPTO patents (1976-2016). Predict the product of the given reaction. (1) Given the reactants [S:1]1[CH:5]=[CH:4][C:3]([CH2:6][O:7][CH2:8][C:9]2[O:13][N:12]=[C:11]([C:14]([OH:16])=O)[CH:10]=2)=[CH:2]1.C(N(CC)CC)C.Cl.C(N=C=NCCCN(C)C)C.ON1C2C=CC=CC=2N=N1.[O:46]1[CH2:50][CH2:49][CH:48]([CH2:51][NH2:52])[CH2:47]1, predict the reaction product. The product is: [O:46]1[CH2:50][CH2:49][CH:48]([CH2:51][NH:52][C:14]([C:11]2[CH:10]=[C:9]([CH2:8][O:7][CH2:6][C:3]3[CH:4]=[CH:5][S:1][CH:2]=3)[O:13][N:12]=2)=[O:16])[CH2:47]1. (2) Given the reactants [NH2:1][C@H:2]1[CH2:6][N:5]([C:7]([O:9][C:10]([CH3:13])([CH3:12])[CH3:11])=[O:8])[C@@H:4]([CH3:14])[CH2:3]1.[Br:15][C:16]1[C:17]([F:27])=[CH:18][C:19]([F:26])=[C:20]([S:22](Cl)(=[O:24])=[O:23])[CH:21]=1.CCN(C(C)C)C(C)C, predict the reaction product. The product is: [Br:15][C:16]1[C:17]([F:27])=[CH:18][C:19]([F:26])=[C:20]([S:22]([NH:1][C@H:2]2[CH2:6][N:5]([C:7]([O:9][C:10]([CH3:13])([CH3:12])[CH3:11])=[O:8])[C@@H:4]([CH3:14])[CH2:3]2)(=[O:24])=[O:23])[CH:21]=1. (3) Given the reactants [Br:1]N1C(=O)CCC1=O.[F:9][C:10]1[C:15]([CH:16]=[O:17])=[C:14]([OH:18])[C:13]([O:19][CH3:20])=[CH:12][CH:11]=1.O.C(OCC)(=O)C, predict the reaction product. The product is: [Br:1][C:11]1[CH:12]=[C:13]([O:19][CH3:20])[C:14]([OH:18])=[C:15]([C:10]=1[F:9])[CH:16]=[O:17]. (4) Given the reactants [C:1]1([CH3:11])[CH:6]=[CH:5][CH:4]=[C:3]([S:7](Cl)(=[O:9])=[O:8])[CH:2]=1.[CH3:12][O:13][C:14]1[CH:19]=[C:18]([CH3:20])[CH:17]=[CH:16][C:15]=1[OH:21].C(N(CC)CC)C, predict the reaction product. The product is: [CH3:11][C:1]1[CH:2]=[C:3]([S:7]([O:21][C:15]2[CH:16]=[CH:17][C:18]([CH3:20])=[CH:19][C:14]=2[O:13][CH3:12])(=[O:9])=[O:8])[CH:4]=[CH:5][CH:6]=1. (5) The product is: [Cl:24][C:19]1[CH:18]=[C:17]([CH:22]=[CH:21][C:20]=1[Cl:23])[O:16][C:15](=[CH:8][N:7]([CH3:10])[CH3:6])[CH:14]=[O:13]. Given the reactants P(Cl)(Cl)(Cl)=O.[CH3:6][N:7]([CH3:10])[CH:8]=O.C([O:13][CH:14](OCC)[CH2:15][O:16][C:17]1[CH:22]=[CH:21][C:20]([Cl:23])=[C:19]([Cl:24])[CH:18]=1)C.C(=O)([O-])[O-].[K+].[K+], predict the reaction product.